Dataset: Catalyst prediction with 721,799 reactions and 888 catalyst types from USPTO. Task: Predict which catalyst facilitates the given reaction. Reactant: C([O:4][C@@H:5]1[C@@H:10]([O:11]C(=O)C)[C@H:9]([O:15]C(=O)C)[C@@H:8]([S:19][CH3:20])[O:7][C@H:6]1[C:21]1[CH:26]=[CH:25][C:24]([CH3:27])=[C:23]([CH2:28][C:29]2[CH:34]=[CH:33][C:32]([OH:35])=[CH:31][CH:30]=2)[CH:22]=1)(=O)C.C(N(CC)CC)C.C1[O:45][CH:44]1CO.[CH3:48][CH2:49][OH:50]. Product: [OH:50][CH:49]([CH2:44][OH:45])[CH2:48][O:35][C:32]1[CH:33]=[CH:34][C:29]([CH2:28][C:23]2[CH:22]=[C:21]([C@H:6]3[C@H:5]([OH:4])[C@@H:10]([OH:11])[C@H:9]([OH:15])[C@@H:8]([S:19][CH3:20])[O:7]3)[CH:26]=[CH:25][C:24]=2[CH3:27])=[CH:30][CH:31]=1. The catalyst class is: 25.